Dataset: Reaction yield outcomes from USPTO patents with 853,638 reactions. Task: Predict the reaction yield, written as a fraction of the theoretical maximum amount of product (1.0 means a 100% yield; for example, 0.34 means a 34% yield). (1) The reactants are [Cl-].[NH4+].[CH2:3]([S:5][C:6]1[CH:11]=[CH:10][C:9]([N+:12]([O-])=O)=[CH:8][C:7]=1[CH3:15])[CH3:4].O. The catalyst is CO.[Zn]. The product is [CH2:3]([S:5][C:6]1[CH:11]=[CH:10][C:9]([NH2:12])=[CH:8][C:7]=1[CH3:15])[CH3:4]. The yield is 0.970. (2) The reactants are C(O[C:6]([N:8]1[CH2:13][CH2:12][CH:11]([C:14]2[C:23]3[C:18](=[CH:19][C:20]([O:24][CH2:25][CH2:26][CH2:27][C:28]4[NH:32][N:31]=[N:30][N:29]=4)=[CH:21][CH:22]=3)[N:17]=[CH:16][N:15]=2)[CH2:10][CH2:9]1)=[O:7])(C)(C)C.C(O)(C(F)(F)F)=O.C1(OC)C=CC=CC=1.[N+](C1C=CC(OC(=O)[NH:59][C:60]2[CH:65]=[CH:64][C:63]([O:66][CH:67]([CH3:69])[CH3:68])=[CH:62][CH:61]=2)=CC=1)([O-])=O. The catalyst is N1C=CC=CC=1. The product is [CH:67]([O:66][C:63]1[CH:64]=[CH:65][C:60]([NH:59][C:6]([N:8]2[CH2:9][CH2:10][CH:11]([C:14]3[C:23]4[C:18](=[CH:19][C:20]([O:24][CH2:25][CH2:26][CH2:27][C:28]5[NH:32][N:31]=[N:30][N:29]=5)=[CH:21][CH:22]=4)[N:17]=[CH:16][N:15]=3)[CH2:12][CH2:13]2)=[O:7])=[CH:61][CH:62]=1)([CH3:69])[CH3:68]. The yield is 0.140. (3) The catalyst is CO.C1COCC1.O.[Fe]. The yield is 0.520. The product is [NH2:25][C:22]1[CH:23]=[CH:24][C:19]([N:4]2[C:5]3=[N:6][CH:7]=[N:8][C:9]([NH:11][C:12](=[O:18])[O:13][C:14]([CH3:15])([CH3:16])[CH3:17])=[C:10]3[C:2]([I:1])=[N:3]2)=[N:20][CH:21]=1. The reactants are [I:1][C:2]1[C:10]2[C:5](=[N:6][CH:7]=[N:8][C:9]=2[NH:11][C:12](=[O:18])[O:13][C:14]([CH3:17])([CH3:16])[CH3:15])[N:4]([C:19]2[CH:24]=[CH:23][C:22]([N+:25]([O-])=O)=[CH:21][N:20]=2)[N:3]=1.[NH4+].[Cl-]. (4) The reactants are [N-:1]([S:9]([C:12]([F:15])([F:14])[F:13])(=[O:11])=[O:10])[S:2]([C:5]([F:8])([F:7])[F:6])(=[O:4])=[O:3].[Li+].[Br-].[CH2:18]([N+:25]1[CH:29]=[CH:28][N:27]([CH2:30][CH2:31][CH2:32][CH2:33][CH2:34][CH2:35][CH2:36][CH2:37][CH2:38][CH3:39])[CH:26]=1)[C:19]1[CH:24]=[CH:23][CH:22]=[CH:21][CH:20]=1. The catalyst is CC(C)=O.O. The product is [N-:1]([S:2]([C:5]([F:8])([F:6])[F:7])(=[O:4])=[O:3])[S:9]([C:12]([F:15])([F:14])[F:13])(=[O:11])=[O:10].[CH2:18]([N+:25]1[CH:29]=[CH:28][N:27]([CH2:30][CH2:31][CH2:32][CH2:33][CH2:34][CH2:35][CH2:36][CH2:37][CH2:38][CH3:39])[CH:26]=1)[C:19]1[CH:20]=[CH:21][CH:22]=[CH:23][CH:24]=1. The yield is 0.950. (5) The reactants are [Si]([O:8][CH2:9][CH2:10][C@@H:11]([NH:25][C:26]1[CH:33]=[CH:32][C:29]([C:30]#[N:31])=[C:28]([Cl:34])[C:27]=1[CH3:35])[C:12]1[O:13][C:14]([C:17]2[CH:22]=[CH:21][C:20]([C:23]#[N:24])=[CH:19][CH:18]=2)=[N:15][N:16]=1)(C(C)(C)C)(C)C.[F-].C([N+](CCCC)(CCCC)CCCC)CCC. The catalyst is C1COCC1.CCOC(C)=O. The product is [Cl:34][C:28]1[C:27]([CH3:35])=[C:26]([NH:25][C@@H:11]([C:12]2[O:13][C:14]([C:17]3[CH:18]=[CH:19][C:20]([C:23]#[N:24])=[CH:21][CH:22]=3)=[N:15][N:16]=2)[CH2:10][CH2:9][OH:8])[CH:33]=[CH:32][C:29]=1[C:30]#[N:31]. The yield is 0.870. (6) The reactants are [C:1]1(P([C:1]2[CH:6]=[CH:5]C=[CH:3][CH:2]=2)[C:1]2[CH:6]=[CH:5]C=[CH:3][CH:2]=2)[CH:6]=[CH:5]C=[CH:3][CH:2]=1.N(C([O-])=O)=NC([O-])=O.[OH:28][C:29]1[CH:30]=[C:31]2[C:36](=[CH:37][CH:38]=1)[C:35]([C:39]([O:41][CH3:42])=[O:40])=[CH:34][CH:33]=[CH:32]2.C(O)CCCC. The catalyst is C(Cl)Cl. The product is [CH2:3]([O:28][C:29]1[CH:30]=[C:31]2[C:36](=[CH:37][CH:38]=1)[C:35]([C:39]([O:41][CH3:42])=[O:40])=[CH:34][CH:33]=[CH:32]2)[CH2:2][CH2:1][CH2:6][CH3:5]. The yield is 0.990.